From a dataset of Retrosynthesis with 50K atom-mapped reactions and 10 reaction types from USPTO. Predict the reactants needed to synthesize the given product. (1) Given the product CC(C)(C)OC(=O)NCc1ccc(-c2cn(S(=O)(=O)c3ccccc3)c3ncnc(N)c23)cc1, predict the reactants needed to synthesize it. The reactants are: CC(C)(C)OC(=O)NCc1ccc(B(O)O)cc1.Nc1ncnc2c1c(I)cn2S(=O)(=O)c1ccccc1. (2) Given the product COC(=O)[C@H](CCSC)NC(=O)c1ccc(NC(Cn2ccnc2)c2ccc(F)cc2)cc1-c1ccc(F)cc1, predict the reactants needed to synthesize it. The reactants are: COC(=O)[C@@H](N)CCSC.O=C(O)c1ccc(NC(Cn2ccnc2)c2ccc(F)cc2)cc1-c1ccc(F)cc1.